Predict the product of the given reaction. From a dataset of Forward reaction prediction with 1.9M reactions from USPTO patents (1976-2016). (1) Given the reactants [Br:1][C:2]1[CH:3]=[C:4]2[C:9](=[CH:10][CH:11]=1)[N:8]=[N:7][CH:6]=[C:5]2Cl.[CH3:13][O:14][C:15]1[CH:20]=[CH:19][C:18]([CH2:21][NH2:22])=[CH:17][CH:16]=1.CCN(C(C)C)C(C)C, predict the reaction product. The product is: [Br:1][C:2]1[CH:3]=[C:4]2[C:9](=[CH:10][CH:11]=1)[N:8]=[N:7][CH:6]=[C:5]2[NH:22][CH2:21][C:18]1[CH:19]=[CH:20][C:15]([O:14][CH3:13])=[CH:16][CH:17]=1. (2) The product is: [C:1]1([C:18]2[CH:19]=[CH:20][C:21]3[NH:27][C:26](=[O:28])[CH:25]([NH:29][C:30](=[O:36])[O:31][C:32]([CH3:33])([CH3:35])[CH3:34])[CH2:24][CH2:23][C:22]=3[CH:37]=2)[CH:6]=[CH:5][CH:4]=[CH:3][CH:2]=1. Given the reactants [C:1]1(B(O)O)[CH:6]=[CH:5][CH:4]=[CH:3][CH:2]=1.C(=O)([O-])[O-].[Cs+].[Cs+].O.Br[C:18]1[CH:19]=[CH:20][C:21]2[NH:27][C:26](=[O:28])[CH:25]([NH:29][C:30](=[O:36])[O:31][C:32]([CH3:35])([CH3:34])[CH3:33])[CH2:24][CH2:23][C:22]=2[CH:37]=1, predict the reaction product. (3) Given the reactants C([O:3][C:4](=[O:34])[C:5]([O:8][CH2:9][C:10]1[C:14]([CH3:15])=[C:13]([C:16]2[CH:21]=[CH:20][C:19]([C:22]([F:25])([F:24])[F:23])=[CH:18][CH:17]=2)[N:12]([C:26]2[CH:31]=[CH:30][C:29]([Cl:32])=[CH:28][C:27]=2[Cl:33])[N:11]=1)([CH3:7])[CH3:6])C.[Li+].[OH-].Cl, predict the reaction product. The product is: [Cl:33][C:27]1[CH:28]=[C:29]([Cl:32])[CH:30]=[CH:31][C:26]=1[N:12]1[C:13]([C:16]2[CH:17]=[CH:18][C:19]([C:22]([F:24])([F:25])[F:23])=[CH:20][CH:21]=2)=[C:14]([CH3:15])[C:10]([CH2:9][O:8][C:5]([CH3:7])([CH3:6])[C:4]([OH:34])=[O:3])=[N:11]1. (4) The product is: [C:32]([NH:31][C:26]1[N:27]=[CH:28][CH:29]=[C:30]2[C:20]3[CH:19]=[CH:18][C:17]([O:1][CH2:2][C@@H:3]([NH:8][C:9](=[O:15])[O:10][C:11]([CH3:13])([CH3:12])[CH3:14])[CH2:4][CH:5]([CH3:7])[CH3:6])=[CH:22][C:21]=3[O:23][CH:24]([CH3:35])[C:25]=12)(=[O:34])[CH3:33]. Given the reactants [OH:1][CH2:2][C@@H:3]([NH:8][C:9](=[O:15])[O:10][C:11]([CH3:14])([CH3:13])[CH3:12])[CH2:4][CH:5]([CH3:7])[CH3:6].Cl[C:17]1[CH:18]=[CH:19][C:20]2[C:30]3[C:25](=[C:26]([NH:31][C:32](=[O:34])[CH3:33])[N:27]=[CH:28][CH:29]=3)[CH:24]([CH3:35])[O:23][C:21]=2[CH:22]=1, predict the reaction product.